Dataset: Full USPTO retrosynthesis dataset with 1.9M reactions from patents (1976-2016). Task: Predict the reactants needed to synthesize the given product. (1) Given the product [C:1]([N:5]1[C:9]([C:10]2[CH:15]=[CH:14][C:13]([F:16])=[CH:12][CH:11]=2)=[C:8]([C:17]2[S:18][CH:19]=[C:20]([CH2:22][C:23]([NH:57][CH2:56][CH:53]3[CH2:54][CH2:55][O:50][CH2:51][CH2:52]3)=[O:24])[N:21]=2)[CH:7]=[N:6]1)([CH3:3])([CH3:2])[CH3:4], predict the reactants needed to synthesize it. The reactants are: [C:1]([N:5]1[C:9]([C:10]2[CH:15]=[CH:14][C:13]([F:16])=[CH:12][CH:11]=2)=[C:8]([C:17]2[S:18][CH:19]=[C:20]([CH2:22][C:23](O)=[O:24])[N:21]=2)[CH:7]=[N:6]1)([CH3:4])([CH3:3])[CH3:2].CN(C(ON1N=NC2C=CC=NC1=2)=[N+](C)C)C.F[P-](F)(F)(F)(F)F.[O:50]1[CH2:55][CH2:54][CH:53]([CH2:56][NH2:57])[CH2:52][CH2:51]1.O. (2) The reactants are: [S:1]([Cl:5])(Cl)(=[O:3])=[O:2].[Cl:6][C:7]1[CH:12]=[CH:11][CH:10]=[C:9]([CH:13]=[CH2:14])[CH:8]=1. Given the product [Cl:6][C:7]1[CH:8]=[C:9](/[CH:13]=[CH:14]/[S:1]([Cl:5])(=[O:3])=[O:2])[CH:10]=[CH:11][CH:12]=1, predict the reactants needed to synthesize it. (3) Given the product [OH:19][CH2:17][C:16]1[C:15]([C:4]2[CH:5]=[CH:6][C:7]([O:9][CH2:10][O:31][CH3:28])=[CH:8][C:3]=2[O:2][CH3:1])=[CH:24][CH:23]=[C:22]2[C:21]=1[C:38]([CH3:39])=[CH:15][C:16]([CH3:21])([CH3:17])[NH:25]2, predict the reactants needed to synthesize it. The reactants are: [CH3:1][O:2][C:3]1[CH:8]=[C:7]([O:9][CH3:10])[CH:6]=[CH:5][C:4]=1B(O)O.Br[C:15]1[CH:24]=[CH:23][C:22]([N+:25]([O-])=O)=[CH:21][C:16]=1[C:17]([O:19]C)=O.[C:28](=[O:31])([O-])[O-].[Cs+].[Cs+].C(O[CH2:38][CH3:39])(=O)C. (4) The reactants are: [C:1]([O:5][C:6](=[O:23])[CH2:7][CH2:8][N:9]([CH2:20][CH:21]=O)[C:10]1[CH:15]=[CH:14][CH:13]=[C:12]([C:16]([F:19])([F:18])[F:17])[CH:11]=1)([CH3:4])([CH3:3])[CH3:2].Cl.[CH3:25][O:26][C:27](=[O:40])[C@H:28]([NH2:39])[CH2:29][CH2:30][O:31][CH2:32][C:33]1[CH:38]=[CH:37][CH:36]=[CH:35][CH:34]=1. Given the product [CH3:25][O:26][C:27](=[O:40])[C@H:28]([NH:39][CH2:21][CH2:20][N:9]([CH2:8][CH2:7][C:6]([O:5][C:1]([CH3:4])([CH3:3])[CH3:2])=[O:23])[C:10]1[CH:15]=[CH:14][CH:13]=[C:12]([C:16]([F:19])([F:18])[F:17])[CH:11]=1)[CH2:29][CH2:30][O:31][CH2:32][C:33]1[CH:38]=[CH:37][CH:36]=[CH:35][CH:34]=1, predict the reactants needed to synthesize it. (5) Given the product [NH2:1][C:2]1[CH:3]=[C:4]([CH2:8][C:9]([O:11][CH3:17])=[O:10])[CH:5]=[CH:6][CH:7]=1, predict the reactants needed to synthesize it. The reactants are: [NH2:1][C:2]1[CH:3]=[C:4]([CH2:8][C:9]([OH:11])=[O:10])[CH:5]=[CH:6][CH:7]=1.OS(O)(=O)=O.[CH3:17]O.